From a dataset of Buchwald-Hartwig C-N cross coupling reaction yields with 55,370 reactions. Predict the reaction yield, written as a fraction of the theoretical maximum amount of product (1.0 means a 100% yield; for example, 0.34 means a 34% yield). (1) The reactants are Ic1cccnc1.Cc1ccc(N)cc1.O=S(=O)(O[Pd]1c2ccccc2-c2ccccc2N~1)C(F)(F)F.COc1ccc(OC)c(P(C(C)(C)C)C(C)(C)C)c1-c1c(C(C)C)cc(C(C)C)cc1C(C)C.CCN=P(N=P(N(C)C)(N(C)C)N(C)C)(N(C)C)N(C)C.Fc1cccc(F)c1-c1ccno1. No catalyst specified. The product is Cc1ccc(Nc2cccnc2)cc1. The yield is 0.199. (2) The reactants are COc1ccc(Cl)cc1.Cc1ccc(N)cc1.O=S(=O)(O[Pd]1c2ccccc2-c2ccccc2N~1)C(F)(F)F.CC(C)c1cc(C(C)C)c(-c2ccccc2P(C(C)(C)C)C(C)(C)C)c(C(C)C)c1.CN(C)C(=NC(C)(C)C)N(C)C.CCOC(=O)c1cc(OC)no1. No catalyst specified. The product is COc1ccc(Nc2ccc(C)cc2)cc1. The yield is 0.00340. (3) The reactants are Brc1cccnc1.Cc1ccc(N)cc1.O=S(=O)(O[Pd]1c2ccccc2-c2ccccc2N~1)C(F)(F)F.COc1ccc(OC)c(P(C(C)(C)C)C(C)(C)C)c1-c1c(C(C)C)cc(C(C)C)cc1C(C)C.CN(C)C(=NC(C)(C)C)N(C)C.c1ccc(-c2ccon2)cc1. No catalyst specified. The product is Cc1ccc(Nc2cccnc2)cc1. The yield is 0.784. (4) The reactants are COc1ccc(I)cc1.Cc1ccc(N)cc1.O=S(=O)(O[Pd]1c2ccccc2-c2ccccc2N~1)C(F)(F)F.CC(C)c1cc(C(C)C)c(-c2ccccc2P(C(C)(C)C)C(C)(C)C)c(C(C)C)c1.CN(C)C(=NC(C)(C)C)N(C)C.CCOC(=O)c1ccon1. No catalyst specified. The product is COc1ccc(Nc2ccc(C)cc2)cc1. The yield is 0.407. (5) The reactants are Ic1cccnc1.Cc1ccc(N)cc1.O=S(=O)(O[Pd]1c2ccccc2-c2ccccc2N~1)C(F)(F)F.COc1ccc(OC)c(P([C@]23C[C@H]4C[C@H](C[C@H](C4)C2)C3)[C@]23C[C@H]4C[C@H](C[C@H](C4)C2)C3)c1-c1c(C(C)C)cc(C(C)C)cc1C(C)C.CCN=P(N=P(N(C)C)(N(C)C)N(C)C)(N(C)C)N(C)C.c1ccc2nocc2c1. No catalyst specified. The product is Cc1ccc(Nc2cccnc2)cc1. The yield is 0.0621. (6) The reactants are Ic1cccnc1.Cc1ccc(N)cc1.O=S(=O)(O[Pd]1c2ccccc2-c2ccccc2N~1)C(F)(F)F.COc1ccc(OC)c(P([C@]23C[C@H]4C[C@H](C[C@H](C4)C2)C3)[C@]23C[C@H]4C[C@H](C[C@H](C4)C2)C3)c1-c1c(C(C)C)cc(C(C)C)cc1C(C)C.CN(C)C(=NC(C)(C)C)N(C)C.CCOC(=O)c1cc(C)on1. No catalyst specified. The yield is 0.753. The product is Cc1ccc(Nc2cccnc2)cc1. (7) The reactants are Clc1cccnc1.Cc1ccc(N)cc1.O=S(=O)(O[Pd]1c2ccccc2-c2ccccc2N~1)C(F)(F)F.CC(C)c1cc(C(C)C)c(-c2ccccc2P(C(C)(C)C)C(C)(C)C)c(C(C)C)c1.CN(C)C(=NC(C)(C)C)N(C)C.CCOC(=O)c1cnoc1. No catalyst specified. The product is Cc1ccc(Nc2cccnc2)cc1. The yield is 0. (8) The reactants are Clc1ccccn1.Cc1ccc(N)cc1.O=S(=O)(O[Pd]1c2ccccc2-c2ccccc2N~1)C(F)(F)F.COc1ccc(OC)c(P(C(C)(C)C)C(C)(C)C)c1-c1c(C(C)C)cc(C(C)C)cc1C(C)C.CN(C)C(=NC(C)(C)C)N(C)C.CCOC(=O)c1cnoc1C. No catalyst specified. The product is Cc1ccc(Nc2ccccn2)cc1. The yield is 0.0984. (9) The reactants are Ic1cccnc1.Cc1ccc(N)cc1.O=S(=O)(O[Pd]1c2ccccc2-c2ccccc2N~1)C(F)(F)F.COc1ccc(OC)c(P([C@]23C[C@H]4C[C@H](C[C@H](C4)C2)C3)[C@]23C[C@H]4C[C@H](C[C@H](C4)C2)C3)c1-c1c(C(C)C)cc(C(C)C)cc1C(C)C.CN(C)C(=NC(C)(C)C)N(C)C.c1ccc(CN(Cc2ccccc2)c2ccno2)cc1. No catalyst specified. The product is Cc1ccc(Nc2cccnc2)cc1. The yield is 0.592. (10) The reactants are FC(F)(F)c1ccc(Br)cc1.Cc1ccc(N)cc1.O=S(=O)(O[Pd]1c2ccccc2-c2ccccc2N~1)C(F)(F)F.CC(C)c1cc(C(C)C)c(-c2ccccc2P(C(C)(C)C)C(C)(C)C)c(C(C)C)c1.CN1CCCN2CCCN=C12.CCOC(=O)c1cnoc1C. No catalyst specified. The product is Cc1ccc(Nc2ccc(C(F)(F)F)cc2)cc1. The yield is 0.271.